Dataset: Reaction yield outcomes from USPTO patents with 853,638 reactions. Task: Predict the reaction yield, written as a fraction of the theoretical maximum amount of product (1.0 means a 100% yield; for example, 0.34 means a 34% yield). (1) The reactants are [CH3:1][O:2][C:3]1[CH:12]=[CH:11][CH:10]=[C:9]2[C:4]=1[CH2:5][CH2:6][C:7](=O)[CH2:8]2.[CH2:14]([NH2:21])[C:15]1[CH:20]=[CH:19][CH:18]=[CH:17][CH:16]=1.CC(O)=O.[BH-](OC(C)=O)(OC(C)=O)OC(C)=O.[Na+].C([O-])(O)=O.[Na+]. The catalyst is C(Cl)Cl.O. The product is [CH2:14]([NH:21][CH:7]1[CH2:6][CH2:5][C:4]2[C:9](=[CH:10][CH:11]=[CH:12][C:3]=2[O:2][CH3:1])[CH2:8]1)[C:15]1[CH:20]=[CH:19][CH:18]=[CH:17][CH:16]=1. The yield is 0.740. (2) The reactants are [F:1][C:2]1[CH:9]=[CH:8][C:5]([CH:6]=O)=[C:4]([O:10][CH3:11])[CH:3]=1.C(O)(=O)[CH2:13][C:14]([OH:16])=[O:15]. The catalyst is N1C=CC=CC=1. The product is [F:1][C:2]1[CH:9]=[CH:8][C:5](/[CH:6]=[CH:13]/[C:14]([OH:16])=[O:15])=[C:4]([O:10][CH3:11])[CH:3]=1. The yield is 0.960. (3) The reactants are [F:1][C:2]1[CH:3]=[C:4]([CH:9]=[CH:10][C:11]=1[CH2:12][C:13]([OH:16])([CH3:15])[CH3:14])[C:5]([O:7]C)=[O:6].[Li+].[OH-]. The catalyst is C1COCC1.O.CO. The product is [F:1][C:2]1[CH:3]=[C:4]([CH:9]=[CH:10][C:11]=1[CH2:12][C:13]([OH:16])([CH3:14])[CH3:15])[C:5]([OH:7])=[O:6]. The yield is 0.670. (4) The reactants are [CH:1]([C:4]1[CH:12]=[CH:11][C:7]([C:8]([OH:10])=O)=[CH:6][C:5]=1[O:13][C:14]1[CH:19]=[CH:18][CH:17]=[CH:16][CH:15]=1)([CH3:3])[CH3:2].Cl.C(N=C=NCCCN(C)C)C.ON1C2C=CC=CC=2N=N1.C(N(CC)CC)C.[NH2:49][CH2:50][C:51]1[C:52]([OH:59])=[N:53][C:54]([CH3:58])=[CH:55][C:56]=1[CH3:57]. The catalyst is ClCCl. The product is [OH:59][C:52]1[C:51]([CH2:50][NH:49][C:8](=[O:10])[C:7]2[CH:11]=[CH:12][C:4]([CH:1]([CH3:2])[CH3:3])=[C:5]([O:13][C:14]3[CH:19]=[CH:18][CH:17]=[CH:16][CH:15]=3)[CH:6]=2)=[C:56]([CH3:57])[CH:55]=[C:54]([CH3:58])[N:53]=1. The yield is 0.328. (5) The reactants are [CH2:1]([O:4][C:5]1[CH:34]=[CH:33][C:8]([CH2:9][NH:10][C:11]2[N:16]=[C:15]([O:17][CH2:18][C:19]([F:22])([F:21])[F:20])[N:14]=[C:13]([NH:23][C:24]3[CH:32]=[CH:31][C:27]([C:28](O)=[O:29])=[CH:26][CH:25]=3)[N:12]=2)=[CH:7][CH:6]=1)[CH:2]=[CH2:3].Cl.[CH2:36]([O:38][C:39](=[O:42])[CH2:40][NH2:41])[CH3:37].CN(C(ON1N=NC2C=CC=NC1=2)=[N+](C)C)C.F[P-](F)(F)(F)(F)F.CCN(C(C)C)C(C)C. The catalyst is C(Cl)Cl. The product is [CH2:1]([O:4][C:5]1[CH:6]=[CH:7][C:8]([CH2:9][NH:10][C:11]2[N:16]=[C:15]([O:17][CH2:18][C:19]([F:20])([F:22])[F:21])[N:14]=[C:13]([NH:23][C:24]3[CH:25]=[CH:26][C:27]([C:28]([NH:41][CH2:40][C:39]([O:38][CH2:36][CH3:37])=[O:42])=[O:29])=[CH:31][CH:32]=3)[N:12]=2)=[CH:33][CH:34]=1)[CH:2]=[CH2:3]. The yield is 0.810.